Dataset: Full USPTO retrosynthesis dataset with 1.9M reactions from patents (1976-2016). Task: Predict the reactants needed to synthesize the given product. The reactants are: [I-:1].[Zn+2:2].[I-].[CH3:4][C:5]1([CH3:12])[CH2:10][CH:9](O)[CH2:8][CH2:7][O:6]1. Given the product [I-:1].[CH3:4][C:5]1([CH3:12])[CH2:10][CH:9]([Zn+:2])[CH2:8][CH2:7][O:6]1, predict the reactants needed to synthesize it.